The task is: Regression. Given two drug SMILES strings and cell line genomic features, predict the synergy score measuring deviation from expected non-interaction effect.. This data is from NCI-60 drug combinations with 297,098 pairs across 59 cell lines. (1) Drug 1: CCCCC(=O)OCC(=O)C1(CC(C2=C(C1)C(=C3C(=C2O)C(=O)C4=C(C3=O)C=CC=C4OC)O)OC5CC(C(C(O5)C)O)NC(=O)C(F)(F)F)O. Drug 2: CN(CC1=CN=C2C(=N1)C(=NC(=N2)N)N)C3=CC=C(C=C3)C(=O)NC(CCC(=O)O)C(=O)O. Cell line: NCI/ADR-RES. Synergy scores: CSS=23.5, Synergy_ZIP=-5.82, Synergy_Bliss=-2.75, Synergy_Loewe=-1.04, Synergy_HSA=-0.576. (2) Drug 1: CC1=C(C=C(C=C1)C(=O)NC2=CC(=CC(=C2)C(F)(F)F)N3C=C(N=C3)C)NC4=NC=CC(=N4)C5=CN=CC=C5. Drug 2: C1=NC2=C(N=C(N=C2N1C3C(C(C(O3)CO)O)F)Cl)N. Cell line: OVCAR-8. Synergy scores: CSS=25.9, Synergy_ZIP=0.0413, Synergy_Bliss=4.24, Synergy_Loewe=-34.0, Synergy_HSA=2.61. (3) Drug 1: CC1C(C(CC(O1)OC2CC(CC3=C2C(=C4C(=C3O)C(=O)C5=C(C4=O)C(=CC=C5)OC)O)(C(=O)CO)O)N)O.Cl. Drug 2: C1CCC(CC1)NC(=O)N(CCCl)N=O. Cell line: UO-31. Synergy scores: CSS=0.903, Synergy_ZIP=5.48, Synergy_Bliss=1.41, Synergy_Loewe=0.216, Synergy_HSA=-0.0932.